This data is from Catalyst prediction with 721,799 reactions and 888 catalyst types from USPTO. The task is: Predict which catalyst facilitates the given reaction. (1) Reactant: [NH2:1][CH:2]([CH2:12][C:13]1[CH:18]=[CH:17][C:16]([C:19]([F:22])([F:21])[F:20])=[CH:15][CH:14]=1)[CH:3]([C:5]1[CH:10]=[CH:9][C:8]([F:11])=[CH:7][CH:6]=1)[OH:4].[C:23]1([CH2:29][C:30](Cl)=[O:31])[CH:28]=[CH:27][CH:26]=[CH:25][CH:24]=1.C(=O)([O-])O.[Na+]. Product: [F:11][C:8]1[CH:9]=[CH:10][C:5]([CH:3]([OH:4])[CH:2]([NH:1][C:30](=[O:31])[CH2:29][C:23]2[CH:28]=[CH:27][CH:26]=[CH:25][CH:24]=2)[CH2:12][C:13]2[CH:18]=[CH:17][C:16]([C:19]([F:22])([F:20])[F:21])=[CH:15][CH:14]=2)=[CH:6][CH:7]=1. The catalyst class is: 84. (2) Reactant: [C:1]([C:3]1[CH:11]=[CH:10][C:6]([C:7](O)=[O:8])=[C:5]([O:12][CH:13]2[CH2:16][CH2:15][CH2:14]2)[CH:4]=1)#[N:2]. Product: [CH:13]1([O:12][C:5]2[CH:4]=[C:3]([CH:11]=[CH:10][C:6]=2[CH2:7][OH:8])[C:1]#[N:2])[CH2:16][CH2:15][CH2:14]1. The catalyst class is: 7. (3) Reactant: [F:1][C:2]1[CH:7]=[CH:6][C:5]([CH2:8][C:9]2[CH:18]=[C:17]3[C:12]([C:13]([OH:25])=[C:14]([C:20](OCC)=[O:21])[C:15](=[O:19])[NH:16]3)=[N:11][CH:10]=2)=[CH:4][CH:3]=1. Product: [F:1][C:2]1[CH:7]=[CH:6][C:5]([CH2:8][C:9]2[CH:18]=[C:17]3[C:12]([C:13]([OH:25])=[C:14]([C:20]([NH:11][C@H:12]([CH3:17])[CH2:13][OH:25])=[O:21])[C:15](=[O:19])[NH:16]3)=[N:11][CH:10]=2)=[CH:4][CH:3]=1. The catalyst class is: 9. (4) Reactant: [C:1]([NH:5][C:6]1[CH:11]=[CH:10][CH:9]=[CH:8][CH:7]=1)([CH3:4])([CH3:3])[CH3:2].[CH:12](OC(=O)C)=[O:13].[OH-].[Na+]. Product: [C:1]([N:5]([C:6]1[CH:11]=[CH:10][CH:9]=[CH:8][CH:7]=1)[CH:12]=[O:13])([CH3:4])([CH3:2])[CH3:3]. The catalyst class is: 1. (5) Reactant: [C:1]([O:5][C:6](=[O:22])[CH2:7][N:8]=[C:9]([C:16]1[CH:21]=[CH:20][CH:19]=[CH:18][CH:17]=1)[C:10]1[CH:15]=[CH:14][CH:13]=[CH:12][CH:11]=1)([CH3:4])([CH3:3])[CH3:2].C1COCC1.CN1C(=O)N(C)CCC1.[Li+].CC([N-]C(C)C)C.Br[CH2:46][C:47]1[CH:52]=[C:51]([O:53][CH3:54])[CH:50]=[CH:49][C:48]=1[F:55]. Product: [C:1]([O:5][C:6](=[O:22])[CH:7]([N:8]=[C:9]([C:10]1[CH:11]=[CH:12][CH:13]=[CH:14][CH:15]=1)[C:16]1[CH:17]=[CH:18][CH:19]=[CH:20][CH:21]=1)[CH2:46][C:47]1[CH:52]=[C:51]([O:53][CH3:54])[CH:50]=[CH:49][C:48]=1[F:55])([CH3:4])([CH3:2])[CH3:3]. The catalyst class is: 1. (6) Reactant: FC(F)(F)S(O[C:7]1[CH:12]=[CH:11][N:10]2[N:13]=[C:14]([CH3:38])[C:15]([C:16]3[S:17][C:18]([C:27]4[N:31]=[CH:30][N:29]([CH:32]5[CH2:37][CH2:36][CH2:35][CH2:34][O:33]5)[N:28]=4)=[C:19]([C:21]4[CH:26]=[CH:25][CH:24]=[CH:23][CH:22]=4)[N:20]=3)=[C:9]2[CH:8]=1)(=O)=O.[NH:41]1[CH2:46][CH2:45][O:44][CH2:43][CH2:42]1.C1C=CC(P(C2C=CC3C(=CC=CC=3)C=2C2C3C(=CC=CC=3)C=CC=2P(C2C=CC=CC=2)C2C=CC=CC=2)C2C=CC=CC=2)=CC=1.C(=O)([O-])[O-].[Cs+].[Cs+]. Product: [CH3:38][C:14]1[C:15]([C:16]2[S:17][C:18]([C:27]3[N:31]=[CH:30][N:29]([CH:32]4[CH2:37][CH2:36][CH2:35][CH2:34][O:33]4)[N:28]=3)=[C:19]([C:21]3[CH:26]=[CH:25][CH:24]=[CH:23][CH:22]=3)[N:20]=2)=[C:9]2[CH:8]=[C:7]([N:41]3[CH2:46][CH2:45][O:44][CH2:43][CH2:42]3)[CH:12]=[CH:11][N:10]2[N:13]=1. The catalyst class is: 491.